From a dataset of Full USPTO retrosynthesis dataset with 1.9M reactions from patents (1976-2016). Predict the reactants needed to synthesize the given product. (1) The reactants are: BrC1SC2C(O)=CC(C)=CC=2N=1.C(N(CC)CC)C.C(OCC)(=O)C=O.Br[C:28]1[S:29][C:30]2[C:36]([OH:37])=[C:35]([CH:38]([OH:44])[C:39]([O:41][CH2:42][CH3:43])=[O:40])[C:34]([CH3:45])=[CH:33][C:31]=2[N:32]=1.[Cl:46]CCl. Given the product [Cl:46][C:28]1[S:29][C:30]2[C:36]([OH:37])=[C:35]([CH:38]([OH:44])[C:39]([O:41][CH2:42][CH3:43])=[O:40])[C:34]([CH3:45])=[CH:33][C:31]=2[N:32]=1, predict the reactants needed to synthesize it. (2) Given the product [Br:8][C:11]1[C:12](=[O:28])[NH:13][C:14]2[CH2:15][CH2:16][N:17]([C:21]([O:23][C:24]([CH3:25])([CH3:27])[CH3:26])=[O:22])[CH2:18][CH2:19][C:20]=2[C:10]=1[OH:9], predict the reactants needed to synthesize it. The reactants are: C1C(=O)N([Br:8])C(=O)C1.[OH:9][C:10]1[C:20]2[CH2:19][CH2:18][N:17]([C:21]([O:23][C:24]([CH3:27])([CH3:26])[CH3:25])=[O:22])[CH2:16][CH2:15][C:14]=2[NH:13][C:12](=[O:28])[CH:11]=1. (3) Given the product [Cl:1][C:2]1[CH:7]=[CH:6][C:5]([CH:8]2[C:9]3[C:10](=[N:11][N:12]([CH3:15])[C:13]=3[CH3:14])[C:16](=[O:18])[N:19]2[C:20]2[CH:25]=[CH:24][C:23](=[O:26])[N:22]([CH3:27])[N:21]=2)=[CH:4][CH:3]=1, predict the reactants needed to synthesize it. The reactants are: [Cl:1][C:2]1[CH:7]=[CH:6][C:5]([CH:8]([NH:19][C:20]2[CH:25]=[CH:24][C:23](=[O:26])[N:22]([CH3:27])[N:21]=2)[C:9]2[C:10]([C:16]([OH:18])=O)=[N:11][N:12]([CH3:15])[C:13]=2[CH3:14])=[CH:4][CH:3]=1. (4) Given the product [NH2:2][CH:3]([CH:11]1[CH2:13][CH2:12]1)[CH2:4][C:5]([NH:7][CH:8]1[CH2:10][CH2:9]1)=[O:6], predict the reactants needed to synthesize it. The reactants are: Cl.[NH2:2][CH:3]([CH:11]1[CH2:13][CH2:12]1)[CH2:4][C:5]([NH:7][CH:8]1[CH2:10][CH2:9]1)=[O:6].[OH-].[NH4+].